From a dataset of Reaction yield outcomes from USPTO patents with 853,638 reactions. Predict the reaction yield, written as a fraction of the theoretical maximum amount of product (1.0 means a 100% yield; for example, 0.34 means a 34% yield). (1) The product is [CH3:9][O:8][C:6]([C:5]1[CH:10]=[CH:11][C:2]([C:18]2[CH:19]=[CH:20][C:15]([Cl:14])=[CH:16][CH:17]=2)=[CH:3][C:4]=1[O:12][CH3:13])=[O:7]. The catalyst is O1CCOCC1.CO.C1C=CC(P(C2C=CC=CC=2)[C-]2C=CC=C2)=CC=1.C1C=CC(P(C2C=CC=CC=2)[C-]2C=CC=C2)=CC=1.Cl[Pd]Cl.[Fe+2]. The reactants are Br[C:2]1[CH:11]=[CH:10][C:5]([C:6]([O:8][CH3:9])=[O:7])=[C:4]([O:12][CH3:13])[CH:3]=1.[Cl:14][C:15]1[CH:20]=[CH:19][C:18](B(O)O)=[CH:17][CH:16]=1.[O-]P([O-])([O-])=O.[K+].[K+].[K+]. The yield is 0.780. (2) The reactants are [O:1]1[C:5]2[CH:6]=[CH:7][CH:8]=[C:9]([OH:10])[C:4]=2[O:3][CH2:2]1.C1(=O)O[CH2:14][CH2:13][O:12]1.C([O-])([O-])=O.[K+].[K+].C(=O)=O. The catalyst is CN(C=O)C. The product is [O:1]1[C:5]2[CH:6]=[CH:7][CH:8]=[C:9]([O:10][CH2:14][CH2:13][OH:12])[C:4]=2[O:3][CH2:2]1. The yield is 0.650. (3) The reactants are [N:1]([C:4]1[CH:8]=[CH:7][N:6]([CH2:9][C:10]2[CH:15]=[CH:14][CH:13]=[C:12]([CH3:16])[N:11]=2)[N:5]=1)=[C:2]=[S:3].[CH3:17][C:18]1[CH:22]=[C:21]([CH3:23])[N:20]([CH:24]([CH3:29])[C:25]([NH:27][NH2:28])=[O:26])[N:19]=1. The catalyst is C(Cl)Cl. The product is [CH3:17][C:18]1[CH:22]=[C:21]([CH3:23])[N:20]([CH:24]([CH3:29])[C:25]([NH:27][NH:28][C:2](=[S:3])[NH:1][C:4]2[CH:8]=[CH:7][N:6]([CH2:9][C:10]3[CH:15]=[CH:14][CH:13]=[C:12]([CH3:16])[N:11]=3)[N:5]=2)=[O:26])[N:19]=1. The yield is 1.00. (4) The reactants are [NH:1]1[CH2:7][CH2:6][CH2:5][C@H:2]1[CH2:3][OH:4].[CH2:8]([CH:10]1O[CH2:11]1)[Cl:9]. No catalyst specified. The product is [Cl:9][CH2:8][C@@H:10]1[O:4][CH2:3][C@@H:2]2[CH2:5][CH2:6][CH2:7][N:1]2[CH2:11]1. The yield is 0.150. (5) The reactants are FC1C(CC2C=CC(F)=CC=2)=CC=C(OC)C=1OC1C=C(N)C=CC=1.[F:26][C:27]1[C:32]([O:33][C:34]2[CH:39]=[CH:38][CH:37]=[C:36]([N+:40]([O-:42])=[O:41])[CH:35]=2)=[C:31]([O:43]C)[CH:30]=[CH:29][C:28]=1[CH2:45][C:46]1[CH:51]=[CH:50][C:49]([F:52])=[CH:48][CH:47]=1. The catalyst is CCO.[Ni]. The product is [F:26][C:27]1[C:32]([O:33][C:34]2[CH:39]=[CH:38][CH:37]=[C:36]([N+:40]([O-:42])=[O:41])[CH:35]=2)=[C:31]([OH:43])[CH:30]=[CH:29][C:28]=1[CH2:45][C:46]1[CH:51]=[CH:50][C:49]([F:52])=[CH:48][CH:47]=1. The yield is 0.850. (6) The reactants are [CH2:1]([S:8][C:9]([CH3:41])([CH:39]=O)[CH2:10][NH:11][C:12]([C:14]1[NH:15][C:16]2[C:21]([CH:22]=1)=[CH:20][C:19]([O:23][CH2:24][CH2:25][O:26][CH3:27])=[CH:18][C:17]=2[N:28]([CH3:38])[S:29]([C:32]1[CH:37]=[CH:36][CH:35]=[CH:34][N:33]=1)(=[O:31])=[O:30])=[O:13])[C:2]1[CH:7]=[CH:6][CH:5]=[CH:4][CH:3]=1.[NH:42]1[CH2:47][CH2:46][S:45][CH2:44][CH2:43]1.C(O[BH-](OC(=O)C)OC(=O)C)(=O)C.[Na+].C(=O)(O)[O-].[Na+]. The catalyst is ClCCCl. The product is [CH2:1]([S:8][C:9]([CH3:41])([CH2:39][N:42]1[CH2:47][CH2:46][S:45][CH2:44][CH2:43]1)[CH2:10][NH:11][C:12]([C:14]1[NH:15][C:16]2[C:21]([CH:22]=1)=[CH:20][C:19]([O:23][CH2:24][CH2:25][O:26][CH3:27])=[CH:18][C:17]=2[N:28]([CH3:38])[S:29]([C:32]1[CH:37]=[CH:36][CH:35]=[CH:34][N:33]=1)(=[O:30])=[O:31])=[O:13])[C:2]1[CH:3]=[CH:4][CH:5]=[CH:6][CH:7]=1. The yield is 0.560. (7) The reactants are [Cl:1][C:2]1[CH:7]=[CH:6][C:5]([C:8]2[CH:13]=[C:12]([CH:14]([F:16])[F:15])[N:11]3[N:17]=[CH:18][C:19](I)=[C:10]3[N:9]=2)=[CH:4][C:3]=1[CH3:21].[CH3:22][Si:23]([C:26]#[CH:27])([CH3:25])[CH3:24].C(N(CC)CC)C. The catalyst is CN(C)C=O. The product is [Cl:1][C:2]1[CH:7]=[CH:6][C:5]([C:8]2[CH:13]=[C:12]([CH:14]([F:16])[F:15])[N:11]3[N:17]=[CH:18][C:19]([C:27]#[C:26][Si:23]([CH3:25])([CH3:24])[CH3:22])=[C:10]3[N:9]=2)=[CH:4][C:3]=1[CH3:21]. The yield is 0.730. (8) The catalyst is C(Cl)Cl.O. The product is [Br:1][C:2]1[N:7]=[C:6]([NH:8][C:16](=[O:18])[CH3:17])[CH:5]=[CH:4][CH:3]=1. The yield is 0.880. The reactants are [Br:1][C:2]1[N:7]=[C:6]([NH2:8])[CH:5]=[CH:4][CH:3]=1.CCN(CC)CC.[C:16](Cl)(=[O:18])[CH3:17].